Dataset: Retrosynthesis with 50K atom-mapped reactions and 10 reaction types from USPTO. Task: Predict the reactants needed to synthesize the given product. (1) The reactants are: Cc1onc(-c2ccccc2)c1COc1ccc(C(=O)O)cn1.NCCF. Given the product Cc1onc(-c2ccccc2)c1COc1ccc(C(=O)NCCF)cn1, predict the reactants needed to synthesize it. (2) Given the product Cc1ccc(NC(=O)c2ccc3cc(-c4c(C)cccc4C)[nH]c3c2)cc1C, predict the reactants needed to synthesize it. The reactants are: Cc1ccc(N)cc1C.Cc1cccc(C)c1-c1cc2ccc(C(=O)O)cc2[nH]1.